From a dataset of Forward reaction prediction with 1.9M reactions from USPTO patents (1976-2016). Predict the product of the given reaction. (1) Given the reactants [NH2:1]/[C:2](=[N:38]\[OH:39])/[CH:3]([NH:14][C:15](=[O:37])[CH2:16][N:17]1[C:21](=[O:22])[N:20]([CH2:23][C@H:24]([OH:29])[C:25]([F:28])([F:27])[F:26])[C:19]([C:30]2[CH:35]=[CH:34][C:33]([Cl:36])=[CH:32][CH:31]=2)=[N:18]1)[C:4]1[CH:9]=[CH:8][CH:7]=[C:6]([C:10]([F:13])([F:12])[F:11])[CH:5]=1.C(N(CC)CC)C.[F:47][C:48]([F:59])([F:58])[C:49](O[C:49](=O)[C:48]([F:59])([F:58])[F:47])=O, predict the reaction product. The product is: [Cl:36][C:33]1[CH:32]=[CH:31][C:30]([C:19]2[N:20]([CH2:23][C@H:24]([OH:29])[C:25]([F:26])([F:27])[F:28])[C:21](=[O:22])[N:17]([CH2:16][C:15]([NH:14][CH:3]([C:2]3[N:1]=[C:49]([C:48]([F:59])([F:58])[F:47])[O:39][N:38]=3)[C:4]3[CH:9]=[CH:8][CH:7]=[C:6]([C:10]([F:11])([F:13])[F:12])[CH:5]=3)=[O:37])[N:18]=2)=[CH:35][CH:34]=1. (2) Given the reactants [C:1]([O:5][C:6]([N:8]1[CH2:13][CH2:12][CH:11]([N:14]([C:18]([C:20]2[CH:21]=[N:22][C:23](Br)=[C:24]([CH3:26])[CH:25]=2)=[O:19])[CH:15]2[CH2:17][CH2:16]2)[CH2:10][CH2:9]1)=[O:7])([CH3:4])([CH3:3])[CH3:2].CC1(C)C(C)(C)OB([C:36]2[O:40][C:39]([Si](C(C)C)(C(C)C)C(C)C)=[N:38][CH:37]=2)O1.[F-].C([N+](CCCC)(CCCC)CCCC)CCC, predict the reaction product. The product is: [C:1]([O:5][C:6]([N:8]1[CH2:13][CH2:12][CH:11]([N:14]([CH:15]2[CH2:17][CH2:16]2)[C:18]([C:20]2[CH:21]=[N:22][C:23]([C:36]3[O:40][CH:39]=[N:38][CH:37]=3)=[C:24]([CH3:26])[CH:25]=2)=[O:19])[CH2:10][CH2:9]1)=[O:7])([CH3:4])([CH3:3])[CH3:2]. (3) Given the reactants [NH:1]1[CH:5]=[C:4]([C:6]2[CH:7]=[CH:8][C:9]3[N:10]([C:12]([CH2:15][C:16]4[CH:17]=[C:18]5[C:23](=[CH:24][CH:25]=4)[N:22]=[CH:21][CH:20]=[CH:19]5)=[N:13][N:14]=3)[N:11]=2)[CH:3]=[N:2]1.C([O-])([O-])=O.[K+].[K+].[CH3:32][O:33][CH2:34][CH2:35]Br, predict the reaction product. The product is: [CH3:32][O:33][CH2:34][CH2:35][N:1]1[CH:5]=[C:4]([C:6]2[CH:7]=[CH:8][C:9]3[N:10]([C:12]([CH2:15][C:16]4[CH:17]=[C:18]5[C:23](=[CH:24][CH:25]=4)[N:22]=[CH:21][CH:20]=[CH:19]5)=[N:13][N:14]=3)[N:11]=2)[CH:3]=[N:2]1. (4) Given the reactants [N:1]1[CH:6]=[CH:5][CH:4]=[C:3]([C:7](Cl)=[O:8])[CH:2]=1.[NH2:10][C:11]1[CH:12]=[C:13]([NH:18][C:19](=[O:28])[C:20]2[CH:25]=[CH:24][C:23]([C:26]#[N:27])=[CH:22][CH:21]=2)[CH:14]=[CH:15][C:16]=1[Cl:17], predict the reaction product. The product is: [Cl:17][C:16]1[CH:15]=[CH:14][C:13]([NH:18][C:19](=[O:28])[C:20]2[CH:25]=[CH:24][C:23]([C:26]#[N:27])=[CH:22][CH:21]=2)=[CH:12][C:11]=1[NH:10][C:7]([C:3]1[CH:2]=[N:1][CH:6]=[CH:5][CH:4]=1)=[O:8]. (5) Given the reactants [S:1]1[CH:5]=[CH:4][CH:3]=[C:2]1[CH2:6][NH:7][C:8]1[S:9][CH2:10][C:11](=[O:13])[N:12]=1.[N:14]1[C:23]2[C:18](=[N:19][C:20]([CH:24]=O)=[CH:21][CH:22]=2)[CH:17]=[CH:16][CH:15]=1.C(O)(=O)C1C=CC=CC=1.N1CCCCC1, predict the reaction product. The product is: [N:19]1[C:18]2[C:23](=[N:14][CH:15]=[CH:16][CH:17]=2)[CH:22]=[CH:21][C:20]=1[CH:24]=[C:10]1[S:9][C:8]([NH:7][CH2:6][C:2]2[S:1][CH:5]=[CH:4][CH:3]=2)=[N:12][C:11]1=[O:13]. (6) Given the reactants [CH3:1][N:2]1[C@H:11]([CH2:12][NH:13][C:14]2[CH:31]=[CH:30][C:17]([C:18](=[O:29])[NH:19][C@H:20]([C:26]([OH:28])=[O:27])[CH2:21][CH2:22][C:23]([OH:25])=[O:24])=[CH:16][CH:15]=2)[CH2:10][NH:9][C:8]2[N:7]=[C:6]([NH2:32])[NH:5][C:4](=[O:33])[C:3]1=2.[OH:34][CH:35]1[O:43][C@H:42]([CH2:44][OH:45])[C@H:40]([OH:41])[C@H:38]([OH:39])[C@H:36]1[NH2:37], predict the reaction product. The product is: [OH:34][CH:35]1[O:43][C@H:42]([CH2:44][OH:45])[C@H:40]([OH:41])[C@H:38]([OH:39])[C@H:36]1[NH2:37].[CH3:1][N:2]1[C@H:11]([CH2:12][NH:13][C:14]2[CH:15]=[CH:16][C:17]([C:18](=[O:29])[NH:19][C@H:20]([C:26]([OH:28])=[O:27])[CH2:21][CH2:22][C:23]([O-:25])=[O:24])=[CH:30][CH:31]=2)[CH2:10][NH:9][C:8]2[N:7]=[C:6]([NH2:32])[NH:5][C:4](=[O:33])[C:3]1=2. (7) Given the reactants [CH:1]1([CH2:4][N:5]2[C:10]([NH:11][NH2:12])=[CH:9][C:8](=[O:13])[N:7]([CH3:14])[C:6]2=[O:15])[CH2:3][CH2:2]1.[CH2:16]([C:18]1[CH:19]=[C:20]2[C:24](=[CH:25][CH:26]=1)[NH:23][CH:22]=[C:21]2[CH:27]=O)[CH3:17].[CH:29]([C:31]1[N:35]([CH3:36])[CH:34]=[C:33]([C:37]([O:39][CH3:40])=[O:38])[CH:32]=1)=O, predict the reaction product. The product is: [CH:1]1([CH2:4][N:5]2[C:10]3=[N:11][N:12]([CH2:27][C:21]4[C:20]5[C:24](=[CH:25][CH:26]=[C:18]([CH2:16][CH3:17])[CH:19]=5)[NH:23][CH:22]=4)[C:29]([C:31]4[N:35]([CH3:36])[CH:34]=[C:33]([C:37]([O:39][CH3:40])=[O:38])[CH:32]=4)=[C:9]3[C:8](=[O:13])[N:7]([CH3:14])[C:6]2=[O:15])[CH2:2][CH2:3]1. (8) Given the reactants [Na].[C:2]([C:6]1[CH:11]=[C:10]([C:12]([CH3:15])([CH3:14])[CH3:13])[CH:9]=[CH:8][C:7]=1[OH:16])([CH3:5])([CH3:4])[CH3:3].[C:17](=[O:19])=[O:18], predict the reaction product. The product is: [C:2]([C:6]1[C:7]([OH:16])=[C:8]([CH:9]=[C:10]([C:12]([CH3:15])([CH3:14])[CH3:13])[CH:11]=1)[C:17]([OH:19])=[O:18])([CH3:5])([CH3:4])[CH3:3].